This data is from Catalyst prediction with 721,799 reactions and 888 catalyst types from USPTO. The task is: Predict which catalyst facilitates the given reaction. (1) The catalyst class is: 812. Reactant: Cl[C:2]1[N:7]=[C:6]([C:8]2[N:12]3[CH:13]=[CH:14][CH:15]=[CH:16][C:11]3=[N:10][C:9]=2[C:17]2[CH:18]=[CH:19][C:20]([O:34][CH3:35])=[C:21]([CH:33]=2)[C:22]([NH:24][C:25]2[C:30]([F:31])=[CH:29][CH:28]=[CH:27][C:26]=2[F:32])=[O:23])[CH:5]=[CH:4][N:3]=1.[CH2:36]([O:38][C:39]1[CH:45]=[C:44]([N:46]2[CH2:51][CH2:50][N:49]([CH2:52][CH2:53][S:54]([CH3:57])(=[O:56])=[O:55])[CH2:48][CH2:47]2)[CH:43]=[CH:42][C:40]=1[NH2:41])[CH3:37].C1(C)C=CC(S(O)(=O)=O)=CC=1.C[O-].[Na+]. Product: [F:32][C:26]1[CH:27]=[CH:28][CH:29]=[C:30]([F:31])[C:25]=1[NH:24][C:22](=[O:23])[C:21]1[CH:33]=[C:17]([C:9]2[N:10]=[C:11]3[CH:16]=[CH:15][CH:14]=[CH:13][N:12]3[C:8]=2[C:6]2[CH:5]=[CH:4][N:3]=[C:2]([NH:41][C:40]3[CH:42]=[CH:43][C:44]([N:46]4[CH2:51][CH2:50][N:49]([CH2:52][CH2:53][S:54]([CH3:57])(=[O:56])=[O:55])[CH2:48][CH2:47]4)=[CH:45][C:39]=3[O:38][CH2:36][CH3:37])[N:7]=2)[CH:18]=[CH:19][C:20]=1[O:34][CH3:35]. (2) Reactant: [CH:1]1[CH:2]=[CH:3][C:4]2[S:9][N:8]=[C:7]([N:10]3[CH2:15][CH2:14][N:13]([CH2:16][CH2:17][C:18]4[CH:19]=[C:20]5[CH2:28][C:26](=[O:27])[NH:25][C:21]5=[CH:22][C:23]=4[Cl:24])[CH2:12][CH2:11]3)[C:5]=2[CH:6]=1.[Cl:29]CCl.Cl. Product: [CH:1]1[CH:2]=[CH:3][C:4]2[S:9][N:8]=[C:7]([N:10]3[CH2:11][CH2:12][N:13]([CH2:16][CH2:17][C:18]4[CH:19]=[C:20]5[CH2:28][C:26](=[O:27])[NH:25][C:21]5=[CH:22][C:23]=4[Cl:24])[CH2:14][CH2:15]3)[C:5]=2[CH:6]=1.[ClH:29]. The catalyst class is: 21. (3) Reactant: [CH3:1][C:2]1[N:3]=[C:4]([NH:10][CH3:11])[S:5][C:6]=1[C:7](=[O:9])[CH3:8].[H-].[Na+].[CH3:14]I. Product: [CH3:11][N:10]([CH3:14])[C:4]1[S:5][C:6]([C:7](=[O:9])[CH3:8])=[C:2]([CH3:1])[N:3]=1. The catalyst class is: 49. (4) Product: [C:32]([O:31][C:30](=[O:36])[NH:29][S:26](=[O:28])(=[O:27])[NH:25][CH2:24][CH2:23][O:22][NH:21][C:18]([C@@H:13]1[CH2:12][CH2:11][C@@H:10]2[CH2:17][N:14]1[C:15](=[O:16])[N:9]2[O:8][CH2:1][C:2]1[CH:3]=[CH:4][CH:5]=[CH:6][CH:7]=1)=[O:20])([CH3:35])([CH3:33])[CH3:34]. Reactant: [CH2:1]([O:8][N:9]1[C:15](=[O:16])[N:14]2[CH2:17][C@H:10]1[CH2:11][CH2:12][C@H:13]2[C:18]([OH:20])=O)[C:2]1[CH:7]=[CH:6][CH:5]=[CH:4][CH:3]=1.[NH2:21][O:22][CH2:23][CH2:24][NH:25][S:26]([NH:29][C:30](=[O:36])[O:31][C:32]([CH3:35])([CH3:34])[CH3:33])(=[O:28])=[O:27].ON1C2C=CC=CC=2N=N1.Cl.C(N=C=NCCCN(C)C)C. The catalyst class is: 2. (5) Reactant: [CH2:1]([NH:8][C:9](=[O:52])[C@@H:10]([OH:51])[CH:11]([NH:19][C:20](=[O:50])[C@@H:21]([NH:31][C:32](=[O:49])[C@@H:33]([NH:35][C:36](=[O:48])[CH2:37][N:38]1[C:43]2[CH:44]=[CH:45][CH:46]=[CH:47][C:42]=2[O:41][CH2:40][CH2:39]1)[CH3:34])[CH2:22][C:23]1[CH:28]=[CH:27][C:26]([O:29][CH3:30])=[CH:25][CH:24]=1)[CH2:12][C:13]1[CH:18]=[CH:17][CH:16]=[CH:15][CH:14]=1)[C:2]1[CH:7]=[CH:6][CH:5]=[CH:4][CH:3]=1.CC(OI1(OC(C)=O)(OC(C)=O)OC(=O)C2C=CC=CC1=2)=O. Product: [CH2:1]([NH:8][C:9](=[O:52])[C:10](=[O:51])[C@@H:11]([NH:19][C:20](=[O:50])[C@@H:21]([NH:31][C:32](=[O:49])[C@@H:33]([NH:35][C:36](=[O:48])[CH2:37][N:38]1[C:43]2[CH:44]=[CH:45][CH:46]=[CH:47][C:42]=2[O:41][CH2:40][CH2:39]1)[CH3:34])[CH2:22][C:23]1[CH:28]=[CH:27][C:26]([O:29][CH3:30])=[CH:25][CH:24]=1)[CH2:12][C:13]1[CH:14]=[CH:15][CH:16]=[CH:17][CH:18]=1)[C:2]1[CH:3]=[CH:4][CH:5]=[CH:6][CH:7]=1. The catalyst class is: 4.